Dataset: Forward reaction prediction with 1.9M reactions from USPTO patents (1976-2016). Task: Predict the product of the given reaction. Given the reactants [CH3:1][O:2][C:3]1[CH:8]=[C:7]([O:9][CH3:10])[CH:6]=[C:5]([O:11][CH3:12])[CH:4]=1.P(Cl)(Cl)(Cl)=O.[C:18](=O)([O-])[O-:19].[Na+].[Na+], predict the reaction product. The product is: [CH3:12][O:11][C:5]1[CH:4]=[C:3]([O:2][CH3:1])[CH:8]=[C:7]([O:9][CH3:10])[C:6]=1[CH:18]=[O:19].